Dataset: Forward reaction prediction with 1.9M reactions from USPTO patents (1976-2016). Task: Predict the product of the given reaction. (1) Given the reactants Cl[S:2]([C:5]1[O:9][C:8]([C:10]([O:12][CH3:13])=[O:11])=[CH:7][CH:6]=1)(=[O:4])=[O:3].[NH:14]1[C:23]2[C:18](=[CH:19][CH:20]=[CH:21][CH:22]=2)[CH2:17][CH2:16][CH2:15]1.O, predict the reaction product. The product is: [N:14]1([S:2]([C:5]2[O:9][C:8]([C:10]([O:12][CH3:13])=[O:11])=[CH:7][CH:6]=2)(=[O:4])=[O:3])[C:23]2[C:18](=[CH:19][CH:20]=[CH:21][CH:22]=2)[CH2:17][CH2:16][CH2:15]1. (2) Given the reactants Cl[C:2]1[C:11]2[C:6](=[CH:7][CH:8]=[CH:9][CH:10]=2)[C:5]([CH2:12][C:13]2[CH:18]=[CH:17][N:16]=[CH:15][CH:14]=2)=[N:4][N:3]=1.[NH2:19][C:20]1[CH:25]=[CH:24][C:23]([OH:26])=[CH:22][CH:21]=1, predict the reaction product. The product is: [OH:26][C:23]1[CH:24]=[CH:25][C:20]([NH:19][C:2]2[C:11]3[C:6](=[CH:7][CH:8]=[CH:9][CH:10]=3)[C:5]([CH2:12][C:13]3[CH:18]=[CH:17][N:16]=[CH:15][CH:14]=3)=[N:4][N:3]=2)=[CH:21][CH:22]=1. (3) Given the reactants [F:1][C:2]1[CH:3]=[C:4]([N:9]2[CH:14]=[CH:13][C:12]([CH3:15])=[CH:11][C:10]2=[O:16])[CH:5]=[CH:6][C:7]=1[OH:8].Cl[C:18]1[C:27]2[C:22](=[CH:23][C:24]([O:30][CH3:31])=[C:25]([O:28][CH3:29])[CH:26]=2)[N:21]=[CH:20][CH:19]=1, predict the reaction product. The product is: [CH3:29][O:28][C:25]1[CH:26]=[C:27]2[C:22](=[CH:23][C:24]=1[O:30][CH3:31])[N:21]=[CH:20][CH:19]=[C:18]2[O:8][C:7]1[CH:6]=[CH:5][C:4]([N:9]2[CH:14]=[CH:13][C:12]([CH3:15])=[CH:11][C:10]2=[O:16])=[CH:3][C:2]=1[F:1]. (4) The product is: [CH2:1]([O:3][C:4]([N:6]1[C:15]2[C:10](=[N:11][C:12]([O:16][CH3:17])=[CH:13][CH:14]=2)[C@@H:9]([NH:18][C:19]2[N:24]=[C:23]([CH2:25][C:26]3[CH:27]=[C:28]([C:36]([F:37])([F:39])[F:38])[CH:29]=[C:30]([C:32]([F:33])([F:34])[F:35])[CH:31]=3)[C:22]([C:40]([N:45]3[CH2:50][CH2:49][O:48][CH2:47][CH2:46]3)=[O:41])=[CH:21][N:20]=2)[CH2:8][C@H:7]1[CH2:43][CH3:44])=[O:5])[CH3:2]. Given the reactants [CH2:1]([O:3][C:4]([N:6]1[C:15]2[C:10](=[N:11][C:12]([O:16][CH3:17])=[CH:13][CH:14]=2)[C@@H:9]([NH:18][C:19]2[N:24]=[C:23]([CH2:25][C:26]3[CH:31]=[C:30]([C:32]([F:35])([F:34])[F:33])[CH:29]=[C:28]([C:36]([F:39])([F:38])[F:37])[CH:27]=3)[C:22]([C:40](O)=[O:41])=[CH:21][N:20]=2)[CH2:8][C@H:7]1[CH2:43][CH3:44])=[O:5])[CH3:2].[NH:45]1[CH2:50][CH2:49][O:48][CH2:47][CH2:46]1.ON1C2C=CC=CC=2N=N1.Cl.CN(C)CCCN=C=NCC.C(=O)([O-])O.[Na+], predict the reaction product. (5) Given the reactants [Br:1][C:2]1[C:7](=[O:8])[N:6]([CH:9]([CH3:13])[C:10](O)=[O:11])[N:5]=[CH:4][C:3]=1[NH:14][C@@H:15]1[CH2:20][C@@H:19]2[CH2:21][C@@H:17]([C:18]2([CH3:23])[CH3:22])[C@H:16]1[CH3:24].Cl.CN(C)CCCN=C=NCC.C(N(CC)CC)C.[N:44]1[CH:49]=[CH:48][C:47]([CH2:50][NH2:51])=[CH:46][CH:45]=1, predict the reaction product. The product is: [Br:1][C:2]1[C:7](=[O:8])[N:6]([CH:9]([CH3:13])[C:10]([NH:51][CH2:50][C:47]2[CH:48]=[CH:49][N:44]=[CH:45][CH:46]=2)=[O:11])[N:5]=[CH:4][C:3]=1[NH:14][C@@H:15]1[CH2:20][C@@H:19]2[CH2:21][C@@H:17]([C:18]2([CH3:22])[CH3:23])[C@H:16]1[CH3:24]. (6) Given the reactants [Cl:1][C:2]1[CH:3]=[CH:4][C:5]([NH:8][C:9]([C:11]2[CH:16]=[C:15](C)[CH:14]=[CH:13][C:12]=2[N+:18]([O-])=O)=[O:10])=[N:6][CH:7]=1.[H][H], predict the reaction product. The product is: [NH2:18][C:12]1[CH:13]=[CH:14][CH:15]=[CH:16][C:11]=1[C:9]([NH:8][C:5]1[CH:4]=[CH:3][CH:2]=[CH:7][N:6]=1)=[O:10].[Cl-:1]. (7) Given the reactants [CH2:1]([N:3]1[CH2:8][CH:7]([OH:9])[C:6]2[O:10][CH:11]=[CH:12][C:5]=2[CH2:4]1)[CH3:2].[Br:13][C:14]1[CH:19]=[CH:18][CH:17]=[CH:16][C:15]=1F, predict the reaction product. The product is: [Br:13][C:14]1[CH:19]=[CH:18][CH:17]=[CH:16][C:15]=1[O:9][CH:7]1[CH2:8][N:3]([CH2:1][CH3:2])[CH2:4][C:5]2[CH:12]=[CH:11][O:10][C:6]1=2. (8) Given the reactants [Br:1][C:2]1[CH:7]=[CH:6][C:5]([CH:8]2[CH2:11][CH2:10][NH:9]2)=[CH:4][CH:3]=1.C(N(CC)CC)C.[CH3:19][S:20](Cl)(=[O:22])=[O:21].C(OCC)(=O)C, predict the reaction product. The product is: [Br:1][C:2]1[CH:3]=[CH:4][C:5]([CH:8]2[CH2:11][CH2:10][N:9]2[S:20]([CH3:19])(=[O:22])=[O:21])=[CH:6][CH:7]=1.